Dataset: Full USPTO retrosynthesis dataset with 1.9M reactions from patents (1976-2016). Task: Predict the reactants needed to synthesize the given product. (1) Given the product [CH:1]1([N:4]2[C:8]3[C:9]([O:22][C@@H:23]([C@H:25]4[CH2:29][NH:28][C:27](=[O:30])[CH2:26]4)[CH3:24])=[CH:10][C:11]([C:32]4[CH:36]=[N:35][N:34]([CH3:37])[N:33]=4)=[CH:12][C:7]=3[N:6]=[CH:5]2)[CH2:3][CH2:2]1, predict the reactants needed to synthesize it. The reactants are: [CH:1]1([N:4]2[C:8]3[C:9]([O:22][C@@H:23]([C@H:25]4[CH2:29][NH:28][C:27](=[O:30])[CH2:26]4)[CH3:24])=[CH:10][C:11](B4OC(C)(C)C(C)(C)O4)=[CH:12][C:7]=3[N:6]=[CH:5]2)[CH2:3][CH2:2]1.Br[C:32]1[CH:36]=[N:35][N:34]([CH3:37])[N:33]=1.C([O-])([O-])=O.[Na+].[Na+].N#N. (2) Given the product [ClH:39].[C:26]1([S:23]([C:19]2[C:18]3[C:22](=[C:14]([N:11]4[CH2:12][CH2:13][NH:8][CH2:9][CH2:10]4)[CH:15]=[CH:16][CH:17]=3)[NH:21][CH:20]=2)(=[O:24])=[O:25])[CH:27]=[CH:28][CH:29]=[CH:30][CH:31]=1, predict the reactants needed to synthesize it. The reactants are: C(OC([N:8]1[CH2:13][CH2:12][N:11]([C:14]2[CH:15]=[CH:16][CH:17]=[C:18]3[C:22]=2[NH:21][CH:20]=[C:19]3[S:23]([C:26]2[CH:31]=[CH:30][CH:29]=[CH:28][CH:27]=2)(=[O:25])=[O:24])[CH2:10][CH2:9]1)=O)(C)(C)C.FC(F)(F)C(O)=O.[Cl:39]CCl. (3) Given the product [Cl:22][C:19]1[N:18]=[CH:17][C:16]([C:15]#[C:14][C:13]#[C:12][C:9]2[CH:8]=[CH:7][C:6]([C:5]([OH:23])=[O:4])=[CH:11][CH:10]=2)=[CH:21][CH:20]=1, predict the reactants needed to synthesize it. The reactants are: [OH-].[Na+].C[O:4][C:5](=[O:23])[C:6]1[CH:11]=[CH:10][C:9]([C:12]#[C:13][C:14]#[C:15][C:16]2[CH:17]=[N:18][C:19]([Cl:22])=[CH:20][CH:21]=2)=[CH:8][CH:7]=1.